From a dataset of Catalyst prediction with 721,799 reactions and 888 catalyst types from USPTO. Predict which catalyst facilitates the given reaction. (1) Reactant: Br[CH2:2][C:3]1[CH:8]=[CH:7][C:6]([B:9]2[O:13][C:12]([CH3:15])([CH3:14])[C:11]([CH3:17])([CH3:16])[O:10]2)=[CH:5][CH:4]=1.[NH:18]([CH3:20])[CH3:19]. The catalyst class is: 1. Product: [CH3:19][N:18]([CH3:20])[CH2:2][C:3]1[CH:8]=[CH:7][C:6]([B:9]2[O:13][C:12]([CH3:15])([CH3:14])[C:11]([CH3:17])([CH3:16])[O:10]2)=[CH:5][CH:4]=1. (2) Reactant: [ClH:1].[NH2:2][CH2:3][CH2:4][C:5]1[C:13]2[C:8](=[CH:9][CH:10]=[C:11]([OH:14])[CH:12]=2)[NH:7][CH:6]=1.C=O.[C:17](O)(=O)C. Product: [ClH:1].[CH2:17]1[C:6]2[NH:7][C:8]3[C:13](=[CH:12][C:11]([OH:14])=[CH:10][CH:9]=3)[C:5]=2[CH2:4][CH2:3][NH:2]1. The catalyst class is: 8. (3) Reactant: [CH3:1][O:2][C:3]1[CH:8]=[CH:7][C:6]([C:9]2[S:10][C:11]([NH:27][C:28]([NH:30][C:31]3[C:36]([CH3:37])=[CH:35][C:34]([CH3:38])=[CH:33][C:32]=3[CH3:39])=[O:29])=[C:12]([C:14]([NH:16][C:17]3([C:23]([O:25]C)=[O:24])[CH2:22][CH2:21][CH2:20][CH2:19][CH2:18]3)=[O:15])[N:13]=2)=[CH:5][CH:4]=1.[OH-].[Li+].Cl. Product: [CH3:1][O:2][C:3]1[CH:8]=[CH:7][C:6]([C:9]2[S:10][C:11]([NH:27][C:28]([NH:30][C:31]3[C:32]([CH3:39])=[CH:33][C:34]([CH3:38])=[CH:35][C:36]=3[CH3:37])=[O:29])=[C:12]([C:14]([NH:16][C:17]3([C:23]([OH:25])=[O:24])[CH2:22][CH2:21][CH2:20][CH2:19][CH2:18]3)=[O:15])[N:13]=2)=[CH:5][CH:4]=1. The catalyst class is: 38.